From a dataset of Forward reaction prediction with 1.9M reactions from USPTO patents (1976-2016). Predict the product of the given reaction. (1) Given the reactants Cl.[NH:2]1[CH2:6][CH2:5][CH:4]([C:7]2[S:8][CH:9]=[C:10]([CH2:12][O:13][C:14]3[CH:19]=[CH:18][C:17]([N:20]4[CH:24]=[N:23][N:22]=[N:21]4)=[CH:16][CH:15]=3)[N:11]=2)[CH2:3]1.ClC1N=[CH:30][CH:29]=[CH:28][N:27]=1.[C:32]([O-])([O-])=O.[K+].[K+].O.C[N:40]([CH:42]=O)[CH3:41], predict the reaction product. The product is: [CH2:30]([C:29]1[CH:41]=[N:40][C:42]([N:2]2[CH2:6][CH2:5][CH:4]([C:7]3[S:8][CH:9]=[C:10]([CH2:12][O:13][C:14]4[CH:15]=[CH:16][C:17]([N:20]5[CH:24]=[N:23][N:22]=[N:21]5)=[CH:18][CH:19]=4)[N:11]=3)[CH2:3]2)=[N:27][CH:28]=1)[CH3:32]. (2) Given the reactants C([NH:3][C:4]1[CH:9]=[C:8]([N:10]2[CH2:15][CH2:14][N:13]([CH3:16])[CH2:12][CH2:11]2)[CH:7]=[CH:6][C:5]=1[N+:17]([O-])=O)C.N[C:21]1C=CC(N2CCN(C(OC(C)(C)C)=O)CC2)=C[C:22]=1NCC, predict the reaction product. The product is: [CH3:21][CH2:22][NH:17][C:5]1[C:4]([NH2:3])=[CH:9][C:8]([N:10]2[CH2:11][CH2:12][N:13]([CH3:16])[CH2:14][CH2:15]2)=[CH:7][CH:6]=1. (3) Given the reactants [Si:1]([O:8][C@@H:9]1[C@@H:13]([CH2:14][O:15][Si:16]([C:19]([CH3:22])([CH3:21])[CH3:20])([CH3:18])[CH3:17])[O:12][C@@H:11]([N:23]2[C:41]3[N:40]=[CH:39][N:38]=[C:27]([O:28][C:29]4[CH:34]=[CH:33][C:32]([N+:35]([O-])=O)=[CH:31][CH:30]=4)[C:26]=3[N:25]=[CH:24]2)[CH2:10]1)([C:4]([CH3:7])([CH3:6])[CH3:5])([CH3:3])[CH3:2].N1(OC2C3N=CN(C=3N=CN=2)[C@@H]2O[C@H](CO[Si](C(C)(C)C)(C)C)[C@@H](O[Si](C(C)(C)C)(C)C)C2)C2C=CC=C[C:45]=2N=N1.C(C1C=C(O)C=CC=1)#N.C([O-])([O-])=O.[Cs+].[Cs+], predict the reaction product. The product is: [Si:16]([O:15][C@@H:14]1[C@@H:13]([CH2:9][O:8][Si:1]([C:4]([CH3:7])([CH3:5])[CH3:6])([CH3:2])[CH3:3])[O:12][C@@H:11]([N:23]2[C:41]3[N:40]=[CH:39][N:38]=[C:27]([O:28][C:29]4[CH:34]=[CH:33][CH:45]=[C:31]([C:32]#[N:35])[CH:30]=4)[C:26]=3[N:25]=[CH:24]2)[CH2:10]1)([C:19]([CH3:21])([CH3:22])[CH3:20])([CH3:18])[CH3:17]. (4) Given the reactants C([Si](C(C)C)(C(C)C)[O:5][CH2:6][C:7]1[S:8][C:9]([C:13]2[CH:18]=[CH:17][C:16]([O:19][C:20]([F:23])([F:22])[F:21])=[CH:15][CH:14]=2)=[CH:10][C:11]=1[CH3:12])(C)C.[F-].C([N+](CC)(CC)CC)C, predict the reaction product. The product is: [CH3:12][C:11]1[CH:10]=[C:9]([C:13]2[CH:14]=[CH:15][C:16]([O:19][C:20]([F:23])([F:21])[F:22])=[CH:17][CH:18]=2)[S:8][C:7]=1[CH2:6][OH:5]. (5) Given the reactants [OH:1][C:2]1[CH:7]=[CH:6][C:5]([C:8]([C:10]2[CH:15]=[CH:14][C:13]([OH:16])=[CH:12][CH:11]=2)=O)=[CH:4][CH:3]=1.[OH:17][CH2:18][CH2:19][O:20][CH2:21][CH2:22][O:23][C:24]1[CH:29]=[CH:28][C:27]([C:30](=O)[CH2:31][CH2:32][CH2:33][CH3:34])=[CH:26][CH:25]=1, predict the reaction product. The product is: [OH:17][CH2:18][CH2:19][O:20][CH2:21][CH2:22][O:23][C:24]1[CH:25]=[CH:26][C:27]([C:30]([CH2:31][CH2:32][CH2:33][CH3:34])=[C:8]([C:10]2[CH:15]=[CH:14][C:13]([OH:16])=[CH:12][CH:11]=2)[C:5]2[CH:6]=[CH:7][C:2]([OH:1])=[CH:3][CH:4]=2)=[CH:28][CH:29]=1.